Dataset: Catalyst prediction with 721,799 reactions and 888 catalyst types from USPTO. Task: Predict which catalyst facilitates the given reaction. (1) Reactant: [C:1]1([C:7]([C:9]2[CH:14]=[CH:13][N:12]=[N:11][CH:10]=2)=O)[CH:6]=[CH:5][CH:4]=[CH:3][CH:2]=1.[CH3:15][N:16]1[CH2:21][CH2:20][N:19]([C:22]([NH:24][NH2:25])=[S:23])[CH2:18][CH2:17]1. Product: [CH3:15][N:16]1[CH2:17][CH2:18][N:19]([C:22](=[S:23])[NH:24][N:25]=[C:7]([C:1]2[CH:6]=[CH:5][CH:4]=[CH:3][CH:2]=2)[C:9]2[CH:14]=[CH:13][N:12]=[N:11][CH:10]=2)[CH2:20][CH2:21]1. The catalyst class is: 511. (2) Reactant: Cl[C:2]1[S:3][C:4]2[CH:10]=[C:9]([N+:11]([O-:13])=[O:12])[CH:8]=[CH:7][C:5]=2[N:6]=1.[N:14]1([CH2:20][CH2:21][NH2:22])[CH2:19][CH2:18][O:17][CH2:16][CH2:15]1. Product: [N:14]1([CH2:20][CH2:21][NH:22][C:2]2[S:3][C:4]3[CH:10]=[C:9]([N+:11]([O-:13])=[O:12])[CH:8]=[CH:7][C:5]=3[N:6]=2)[CH2:19][CH2:18][O:17][CH2:16][CH2:15]1. The catalyst class is: 6.